This data is from Ames mutagenicity test results for genotoxicity prediction. The task is: Regression/Classification. Given a drug SMILES string, predict its toxicity properties. Task type varies by dataset: regression for continuous values (e.g., LD50, hERG inhibition percentage) or binary classification for toxic/non-toxic outcomes (e.g., AMES mutagenicity, cardiotoxicity, hepatotoxicity). Dataset: ames. (1) The molecule is O=[N+]([O-])c1ccc2ccc3cccc4cc(O)c1c2c34. The result is 1 (mutagenic). (2) The drug is CC(=O)OCc1ccccc1N=Nc1ccc(N(C)C)cc1. The result is 1 (mutagenic).